Dataset: Catalyst prediction with 721,799 reactions and 888 catalyst types from USPTO. Task: Predict which catalyst facilitates the given reaction. (1) Reactant: [NH2:1][C:2]([CH3:6])([CH3:5])[CH2:3][OH:4].[C:7](O[C:7]([O:9][C:10]([CH3:13])([CH3:12])[CH3:11])=[O:8])([O:9][C:10]([CH3:13])([CH3:12])[CH3:11])=[O:8]. Product: [C:10]([O:9][C:7](=[O:8])[NH:1][C:2]([CH3:6])([CH3:5])[CH2:3][OH:4])([CH3:13])([CH3:12])[CH3:11]. The catalyst class is: 6. (2) Reactant: Br[C:2]1[CH:3]=[C:4]2[C:9](=[C:10]([O:12][CH3:13])[CH:11]=1)[N:8]=[C:7]([N:14]1[C:18]3[CH:19]=[CH:20][CH:21]=[CH:22][C:17]=3[N:16]=[C:15]1[CH:23]([F:25])[F:24])[N:6]=[C:5]2[N:26]1[CH2:31][CH2:30][O:29][CH2:28][CH2:27]1.[F:32][C:33]1[C:38](B2OC(C)(C)C(C)(C)O2)=[CH:37][CH:36]=[CH:35][C:34]=1[NH:48][S:49]([CH2:52][CH2:53][CH3:54])(=[O:51])=[O:50].C(=O)([O-])[O-].[Na+].[Na+].CN(C=O)C. Product: [F:24][CH:23]([F:25])[C:15]1[N:14]([C:7]2[N:6]=[C:5]([N:26]3[CH2:31][CH2:30][O:29][CH2:28][CH2:27]3)[C:4]3[C:9](=[C:10]([O:12][CH3:13])[CH:11]=[C:2]([C:38]4[C:33]([F:32])=[C:34]([NH:48][S:49]([CH2:52][CH2:53][CH3:54])(=[O:50])=[O:51])[CH:35]=[CH:36][CH:37]=4)[CH:3]=3)[N:8]=2)[C:18]2[CH:19]=[CH:20][CH:21]=[CH:22][C:17]=2[N:16]=1. The catalyst class is: 189.